Dataset: Reaction yield outcomes from USPTO patents with 853,638 reactions. Task: Predict the reaction yield, written as a fraction of the theoretical maximum amount of product (1.0 means a 100% yield; for example, 0.34 means a 34% yield). The reactants are [Cl:1][C:2]1[CH:8]=[CH:7][C:5]([NH2:6])=[CH:4][CH:3]=1.C(=O)(O)[O-].[Na+].Br[C:15]([CH3:22])([CH3:21])[C:16]([O:18][CH2:19][CH3:20])=[O:17]. No catalyst specified. The product is [Cl:1][C:2]1[CH:8]=[CH:7][C:5]([NH:6][C:15]([CH3:22])([CH3:21])[C:16]([O:18][CH2:19][CH3:20])=[O:17])=[CH:4][CH:3]=1. The yield is 0.320.